Dataset: Catalyst prediction with 721,799 reactions and 888 catalyst types from USPTO. Task: Predict which catalyst facilitates the given reaction. (1) Reactant: [CH3:1][N:2]([CH3:32])[C:3]([C:5]1[N:26]([CH:27]2[CH2:31][CH2:30][CH2:29][CH2:28]2)[C:8]2[N:9]=[C:10]([NH:13][C:14]3[CH:19]=[CH:18][C:17]([N:20]4[CH2:25][CH2:24][NH:23][CH2:22][CH2:21]4)=[CH:16][N:15]=3)[N:11]=[CH:12][C:7]=2[CH:6]=1)=[O:4].[CH3:33][C:34]([CH3:36])=O.[BH-](OC(C)=O)(OC(C)=O)OC(C)=O.[Na+]. Product: [CH3:1][N:2]([CH3:32])[C:3]([C:5]1[N:26]([CH:27]2[CH2:31][CH2:30][CH2:29][CH2:28]2)[C:8]2[N:9]=[C:10]([NH:13][C:14]3[CH:19]=[CH:18][C:17]([N:20]4[CH2:21][CH2:22][N:23]([CH:34]([CH3:36])[CH3:33])[CH2:24][CH2:25]4)=[CH:16][N:15]=3)[N:11]=[CH:12][C:7]=2[CH:6]=1)=[O:4]. The catalyst class is: 4. (2) Reactant: [CH3:1][O:2][C:3]1[CH:4]=[C:5]2[C:10](=[C:11]([CH3:14])[C:12]=1[CH3:13])[NH:9][CH2:8][C:7]1([CH2:17][CH2:16][CH2:15]1)[C:6]2=[O:18].[BH4-].[Na+]. Product: [CH3:1][O:2][C:3]1[CH:4]=[C:5]2[C:10](=[C:11]([CH3:14])[C:12]=1[CH3:13])[NH:9][CH2:8][C:7]1([CH2:15][CH2:16][CH2:17]1)[CH:6]2[OH:18]. The catalyst class is: 36.